Predict which catalyst facilitates the given reaction. From a dataset of Catalyst prediction with 721,799 reactions and 888 catalyst types from USPTO. (1) The catalyst class is: 40. Product: [C:33]([O:32][C:30]([N:27]1[CH2:26][CH2:25][N:24]([CH2:23][CH:20]2[CH2:21][CH2:22][N:18]([C:11]3[C:12]([F:17])=[CH:13][N:14]4[C:9]([C:10]=3[CH3:37])=[C:8]([CH:38]3[CH2:40][CH2:39]3)[CH:7]=[C:6]([C:4]([OH:5])=[O:3])[C:15]4=[O:16])[CH2:19]2)[CH2:29][CH2:28]1)=[O:31])([CH3:34])([CH3:35])[CH3:36]. Reactant: C([O:3][C:4]([C:6]1[C:15](=[O:16])[N:14]2[C:9]([C:10]([CH3:37])=[C:11]([N:18]3[CH2:22][CH2:21][CH:20]([CH2:23][N:24]4[CH2:29][CH2:28][N:27]([C:30]([O:32][C:33]([CH3:36])([CH3:35])[CH3:34])=[O:31])[CH2:26][CH2:25]4)[CH2:19]3)[C:12]([F:17])=[CH:13]2)=[C:8]([CH:38]2[CH2:40][CH2:39]2)[CH:7]=1)=[O:5])C.O[Li].O. (2) Reactant: [C:1]([O:5][C:6](=[O:24])[CH2:7][CH:8]([NH:13][C:14]([O:16][CH2:17][C:18]1[CH:23]=[CH:22][CH:21]=[CH:20][CH:19]=1)=[O:15])[C:9](=[O:12])[CH2:10]Br)([CH3:4])([CH3:3])[CH3:2].[CH3:25][C:26]1[CH:34]=[CH:33][CH:32]=[C:31]([CH3:35])[C:27]=1[C:28]([OH:30])=[O:29].[F-].[K+]. Product: [CH2:17]([O:16][C:14]([NH:13][CH:8]([CH2:7][C:6]([O:5][C:1]([CH3:4])([CH3:3])[CH3:2])=[O:24])[C:9](=[O:12])[CH2:10][O:30][C:28](=[O:29])[C:27]1[C:31]([CH3:35])=[CH:32][CH:33]=[CH:34][C:26]=1[CH3:25])=[O:15])[C:18]1[CH:23]=[CH:22][CH:21]=[CH:20][CH:19]=1. The catalyst class is: 31.